Dataset: Peptide-MHC class I binding affinity with 185,985 pairs from IEDB/IMGT. Task: Regression. Given a peptide amino acid sequence and an MHC pseudo amino acid sequence, predict their binding affinity value. This is MHC class I binding data. The peptide sequence is APNVISSKI. The MHC is HLA-B54:01 with pseudo-sequence HLA-B54:01. The binding affinity (normalized) is 0.0128.